Dataset: Full USPTO retrosynthesis dataset with 1.9M reactions from patents (1976-2016). Task: Predict the reactants needed to synthesize the given product. (1) Given the product [N:37]1([CH:43]2[CH2:48][CH2:47][N:46]([C:49]3[CH:55]=[CH:54][C:52]([NH:53][C:2]4[N:7]=[C:6]([C:8]5[N:12]6[CH:13]=[CH:14][C:15]([F:17])=[CH:16][C:11]6=[N:10][C:9]=5[C:18]5[CH:19]=[CH:20][C:21]([O:35][CH3:36])=[C:22]([CH:34]=5)[C:23]([NH:25][C:26]5[C:31]([F:32])=[CH:30][CH:29]=[CH:28][C:27]=5[F:33])=[O:24])[CH:5]=[CH:4][N:3]=4)=[C:51]([O:56][CH3:57])[CH:50]=3)[CH2:45][CH2:44]2)[CH2:42][CH2:41][CH2:40][CH2:39][CH2:38]1, predict the reactants needed to synthesize it. The reactants are: Cl[C:2]1[N:7]=[C:6]([C:8]2[N:12]3[CH:13]=[CH:14][C:15]([F:17])=[CH:16][C:11]3=[N:10][C:9]=2[C:18]2[CH:19]=[CH:20][C:21]([O:35][CH3:36])=[C:22]([CH:34]=2)[C:23]([NH:25][C:26]2[C:31]([F:32])=[CH:30][CH:29]=[CH:28][C:27]=2[F:33])=[O:24])[CH:5]=[CH:4][N:3]=1.[N:37]1([CH:43]2[CH2:48][CH2:47][N:46]([C:49]3[CH:55]=[CH:54][C:52]([NH2:53])=[C:51]([O:56][CH3:57])[CH:50]=3)[CH2:45][CH2:44]2)[CH2:42][CH2:41][CH2:40][CH2:39][CH2:38]1.O1CCOCC1.C[O-].[Na+]. (2) Given the product [F:25][C:19]1[CH:20]=[C:21]([F:24])[CH:22]=[CH:23][C:18]=1[C:15]1[N:16]=[N:17][N:13]([C@@H:11]2[CH2:12][NH:8][C@H:9]([C:26]([N:28]3[CH2:29][CH2:30][N:31]([C:34]4[CH:39]=[CH:38][CH:37]=[CH:36][C:35]=4[C:40]#[N:41])[CH2:32][CH2:33]3)=[O:27])[CH2:10]2)[N:14]=1, predict the reactants needed to synthesize it. The reactants are: C(OC([N:8]1[CH2:12][CH:11]([N:13]2[N:17]=[N:16][C:15]([C:18]3[CH:23]=[CH:22][C:21]([F:24])=[CH:20][C:19]=3[F:25])=[N:14]2)[CH2:10][CH:9]1[C:26]([N:28]1[CH2:33][CH2:32][N:31]([C:34]2[CH:39]=[CH:38][CH:37]=[CH:36][C:35]=2[C:40]#[N:41])[CH2:30][CH2:29]1)=[O:27])=O)(C)(C)C.C(O)(C(F)(F)F)=O. (3) Given the product [Cl:21][C:22]1[CH:23]=[CH:24][C:25]([C:28]2[CH:29]=[CH:30][C:31]([C:34]#[C:35][C:2]3[CH:7]=[CH:6][C:5]([C:8]4[CH2:13][CH2:12][CH2:11][CH:10]([N:14]5[CH2:18][CH2:17][CH2:16][C@H:15]5[CH2:19][OH:20])[CH:9]=4)=[CH:4][CH:3]=3)=[N:32][CH:33]=2)=[CH:26][CH:27]=1, predict the reactants needed to synthesize it. The reactants are: I[C:2]1[CH:7]=[CH:6][C:5]([C:8]2[CH2:13][CH2:12][CH2:11][CH:10]([N:14]3[CH2:18][CH2:17][CH2:16][C@H:15]3[CH2:19][OH:20])[CH:9]=2)=[CH:4][CH:3]=1.[Cl:21][C:22]1[CH:27]=[CH:26][C:25]([C:28]2[CH:29]=[CH:30][C:31]([C:34]#[CH:35])=[N:32][CH:33]=2)=[CH:24][CH:23]=1.C(Cl)Cl.CO.N.